Dataset: Full USPTO retrosynthesis dataset with 1.9M reactions from patents (1976-2016). Task: Predict the reactants needed to synthesize the given product. (1) Given the product [Br:15][C:13]1[CH:12]=[CH:11][C:10]([F:16])=[C:9]([C:2]2([NH:1][C:41]([NH:40][C:32](=[O:39])[C:33]3[CH:34]=[CH:35][CH:36]=[CH:37][CH:38]=3)=[S:42])[CH:3]([CH2:7][OH:8])[CH2:4][O:5][CH2:6]2)[CH:14]=1, predict the reactants needed to synthesize it. The reactants are: [NH2:1][C:2]1([C:9]2[CH:14]=[C:13]([Br:15])[CH:12]=[CH:11][C:10]=2[F:16])[CH2:6][O:5][CH2:4][CH:3]1[CH2:7][OH:8].C[Si](N([Si](C)(C)C)C(=O)C(F)(F)F)(C)C.[C:32]([N:40]=[C:41]=[S:42])(=[O:39])[C:33]1[CH:38]=[CH:37][CH:36]=[CH:35][CH:34]=1. (2) Given the product [F:2][C:3]1[CH:8]=[CH:7][CH:6]=[CH:5][C:4]=1[C:9]([C:10]1[CH:26]=[CH:25][C:24](=[O:27])[N:15]2[C:14]3[CH2:16][CH2:17][CH2:18][CH2:19][C:13]=3[NH:12][C:11]=12)=[O:20], predict the reactants needed to synthesize it. The reactants are: Cl.[F:2][C:3]1[CH:8]=[CH:7][CH:6]=[CH:5][C:4]=1[C:9](=[O:20])[CH2:10][C:11]1[NH:15][C:14]2[CH2:16][CH2:17][CH2:18][CH2:19][C:13]=2[N:12]=1.C[O-].[Na+].[C:24](OC)(=[O:27])[C:25]#[CH:26].